From a dataset of Reaction yield outcomes from USPTO patents with 853,638 reactions. Predict the reaction yield, written as a fraction of the theoretical maximum amount of product (1.0 means a 100% yield; for example, 0.34 means a 34% yield). (1) The reactants are N[C:2]1[CH:3]=[C:4]([NH:12][C:13]([C:15]2[C:24](=[O:25])[C:23]3[C:18](=[CH:19][CH:20]=[CH:21][CH:22]=3)[NH:17][CH:16]=2)=[O:14])[CH:5]=[CH:6][C:7]=1[C:8]([CH3:11])([CH3:10])[CH3:9].[C:26](O)(=O)C.C=O.[C:32]([BH3-])#[N:33].[Na+]. The catalyst is C(Cl)Cl.CO.CCOCC. The product is [CH3:26][N:33]([CH3:32])[C:2]1[CH:3]=[C:4]([NH:12][C:13]([C:15]2[C:24](=[O:25])[C:23]3[C:18](=[CH:19][CH:20]=[CH:21][CH:22]=3)[NH:17][CH:16]=2)=[O:14])[CH:5]=[CH:6][C:7]=1[C:8]([CH3:11])([CH3:10])[CH3:9]. The yield is 0.170. (2) The reactants are [Cl:1][C:2]1[CH:7]=[CH:6][C:5]([C:8]2[N:12]([C:13]3[CH:18]=[CH:17][CH:16]=[CH:15][C:14]=3[N+:19]([O-])=O)[N:11]=[C:10]([CH:22]3[CH2:27][C:26]([CH3:29])([CH3:28])[O:25][C:24]([CH3:31])([CH3:30])[CH2:23]3)[CH:9]=2)=[CH:4][CH:3]=1. The catalyst is C(O)C.C(O)(=O)C.[Fe]. The product is [Cl:1][C:2]1[CH:7]=[CH:6][C:5]([C:8]2[N:12]([C:13]3[CH:18]=[CH:17][CH:16]=[CH:15][C:14]=3[NH2:19])[N:11]=[C:10]([CH:22]3[CH2:27][C:26]([CH3:29])([CH3:28])[O:25][C:24]([CH3:31])([CH3:30])[CH2:23]3)[CH:9]=2)=[CH:4][CH:3]=1. The yield is 0.980. (3) The reactants are [CH3:1][C:2]([CH3:33])([CH3:32])[CH2:3][NH:4][C:5]([C:7]1[CH:8]=[C:9]([C:28]([O:30]C)=[O:29])[C:10]([C:13]2[C:18]([CH3:19])=[C:17]([F:20])[CH:16]=[C:15]([C:21]([O:23][C:24]([CH3:27])([CH3:26])[CH3:25])=[O:22])[CH:14]=2)=[CH:11][CH:12]=1)=[O:6].[OH-].[K+].C(O)(=O)C. The catalyst is O.CO. The product is [CH3:27][C:24]([O:23][C:21]([C:15]1[CH:16]=[C:17]([F:20])[C:18]([CH3:19])=[C:13]([C:10]2[C:9]([C:28]([OH:30])=[O:29])=[CH:8][C:7]([C:5]([NH:4][CH2:3][C:2]([CH3:1])([CH3:32])[CH3:33])=[O:6])=[CH:12][CH:11]=2)[CH:14]=1)=[O:22])([CH3:25])[CH3:26]. The yield is 0.800.